From a dataset of Reaction yield outcomes from USPTO patents with 853,638 reactions. Predict the reaction yield, written as a fraction of the theoretical maximum amount of product (1.0 means a 100% yield; for example, 0.34 means a 34% yield). (1) The reactants are [O:1]([C:8]1[CH:13]=[CH:12][C:11]([C:14]2[C:22]3[C:17](=[N:18][CH:19]=[N:20][C:21]=3[NH2:23])[N:16]([CH:24]3[CH2:29][CH2:28][CH2:27][NH:26][CH2:25]3)[N:15]=2)=[CH:10][CH:9]=1)[C:2]1[CH:7]=[CH:6][CH:5]=[CH:4][CH:3]=1.C(N1C=CN=C1)(N1C=CN=C1)=O.[C:42]([CH2:44][C:45](O)=[O:46])#[N:43]. The catalyst is ClCCl. The product is [NH2:23][C:21]1[N:20]=[CH:19][N:18]=[C:17]2[N:16]([CH:24]3[CH2:29][CH2:28][CH2:27][N:26]([C:45](=[O:46])[CH2:44][C:42]#[N:43])[CH2:25]3)[N:15]=[C:14]([C:11]3[CH:10]=[CH:9][C:8]([O:1][C:2]4[CH:7]=[CH:6][CH:5]=[CH:4][CH:3]=4)=[CH:13][CH:12]=3)[C:22]=12. The yield is 0.560. (2) The reactants are [CH3:1][CH:2]([CH3:18])[C@H:3]([NH:8][C:9]([N:11]([CH3:17])[CH2:12][CH2:13][CH2:14][CH:15]=[CH2:16])=[O:10])[C:4]([O:6]C)=[O:5].[Li+].[OH-]. The catalyst is C1COCC1. The product is [CH3:1][CH:2]([CH3:18])[C@H:3]([NH:8][C:9]([N:11]([CH3:17])[CH2:12][CH2:13][CH2:14][CH:15]=[CH2:16])=[O:10])[C:4]([OH:6])=[O:5]. The yield is 0.950.